Predict which catalyst facilitates the given reaction. From a dataset of Catalyst prediction with 721,799 reactions and 888 catalyst types from USPTO. (1) Reactant: [Cl:1][C:2]1[N:7]=[CH:6][N:5]=[C:4]([NH2:8])[CH:3]=1.[I:9]N1C(=O)CCC1=O. Product: [Cl:1][C:2]1[N:7]=[CH:6][N:5]=[C:4]([NH2:8])[C:3]=1[I:9]. The catalyst class is: 255. (2) Reactant: [F:1][C:2]1[CH:7]=[CH:6][CH:5]=[C:4]([F:8])[C:3]=1[N:9]1[C:14]2[N:15]=[C:16](S(C)=O)[N:17]=[C:18]([C:19]3[CH:20]=[C:21]([CH:28]=[CH:29][C:30]=3[CH3:31])[C:22]([NH:24][CH:25]([CH3:27])[CH3:26])=[O:23])[C:13]=2[CH2:12][NH:11][C:10]1=[O:35].[N:36]1([CH:41]2[CH2:46][CH2:45][NH:44][CH2:43][CH2:42]2)[CH2:40][CH2:39][CH2:38][CH2:37]1. Product: [F:1][C:2]1[CH:7]=[CH:6][CH:5]=[C:4]([F:8])[C:3]=1[N:9]1[C:14]2[N:15]=[C:16]([N:44]3[CH2:45][CH2:46][CH:41]([N:36]4[CH2:40][CH2:39][CH2:38][CH2:37]4)[CH2:42][CH2:43]3)[N:17]=[C:18]([C:19]3[CH:20]=[C:21]([CH:28]=[CH:29][C:30]=3[CH3:31])[C:22]([NH:24][CH:25]([CH3:27])[CH3:26])=[O:23])[C:13]=2[CH2:12][NH:11][C:10]1=[O:35]. The catalyst class is: 2. (3) Reactant: [Cl:1][C:2]1[CH:24]=[C:23]([F:25])[CH:22]=[CH:21][C:3]=1[CH2:4][N:5]1[C:9]([CH2:10][CH2:11][C:12](OCC)=[O:13])=[CH:8][C:7]([O:17][CH:18]([CH3:20])[CH3:19])=[N:6]1.[H-].C([Al+]CC(C)C)C(C)C.CO.[C@H](O)(C([O-])=O)[C@@H](O)C([O-])=O.[Na+].[K+]. Product: [Cl:1][C:2]1[CH:24]=[C:23]([F:25])[CH:22]=[CH:21][C:3]=1[CH2:4][N:5]1[C:9]([CH2:10][CH2:11][CH2:12][OH:13])=[CH:8][C:7]([O:17][CH:18]([CH3:20])[CH3:19])=[N:6]1. The catalyst class is: 207.